From a dataset of Catalyst prediction with 721,799 reactions and 888 catalyst types from USPTO. Predict which catalyst facilitates the given reaction. Product: [C:27]1([CH3:32])[CH:28]=[CH:29][C:30]([O:1][CH2:2][CH2:3][CH2:4][CH2:5][CH2:6][NH:7][C:8]2[CH:23]=[CH:22][CH:21]=[C:20]3[C:9]=2[C:10](=[O:24])[C:11]2[C:19]4[C:18]3=[N:17][NH:16][C:15]=4[CH:14]=[CH:13][CH:12]=2)=[CH:25][CH:26]=1. The catalyst class is: 1. Reactant: [OH:1][CH2:2][CH2:3][CH2:4][CH2:5][CH2:6][NH:7][C:8]1[CH:23]=[CH:22][CH:21]=[C:20]2[C:9]=1[C:10](=[O:24])[C:11]1[C:19]3[C:18]2=[N:17][NH:16][C:15]=3[CH:14]=[CH:13][CH:12]=1.[CH:25]1[C:30](O)=[CH:29][CH:28]=[C:27]([CH3:32])[CH:26]=1.C1(P(C2C=CC=CC=2)C2C=CC=CC=2)C=CC=CC=1.CC(OC(/N=N/C(OC(C)C)=O)=O)C.